Dataset: Full USPTO retrosynthesis dataset with 1.9M reactions from patents (1976-2016). Task: Predict the reactants needed to synthesize the given product. (1) Given the product [O:15]([C:13]([NH:1][C:2]1[CH:3]=[CH:4][C:5]([C:6]([O:8][CH3:9])=[O:7])=[CH:10][CH:11]=1)=[O:14])[C:16]1[CH:21]=[CH:20][CH:19]=[CH:18][CH:17]=1, predict the reactants needed to synthesize it. The reactants are: [NH2:1][C:2]1[CH:11]=[CH:10][C:5]([C:6]([O:8][CH3:9])=[O:7])=[CH:4][CH:3]=1.Cl[C:13]([O:15][C:16]1[CH:21]=[CH:20][CH:19]=[CH:18][CH:17]=1)=[O:14]. (2) Given the product [F:14][C:2]([F:1])([F:13])[O:3][C:4]1[CH:5]=[C:6]([S:10]([C:17]2[CH:25]=[C:24]([CH3:26])[C:23]3[N:22]([CH3:27])[C:21]4[CH2:28][CH:29]5[NH:33][CH:32]([C:20]=4[C:19]=3[C:18]=2[C:34]([O:36][C:37]([CH3:40])([CH3:39])[CH3:38])=[O:35])[CH2:31][CH2:30]5)(=[O:12])=[O:11])[CH:7]=[CH:8][CH:9]=1, predict the reactants needed to synthesize it. The reactants are: [F:1][C:2]([F:14])([F:13])[O:3][C:4]1[CH:5]=[C:6]([S:10]([O-:12])=[O:11])[CH:7]=[CH:8][CH:9]=1.[Na+].Br[C:17]1[CH:25]=[C:24]([CH3:26])[C:23]2[N:22]([CH3:27])[C:21]3[CH2:28][CH:29]4[NH:33][CH:32]([C:20]=3[C:19]=2[C:18]=1[C:34]([O:36][C:37]([CH3:40])([CH3:39])[CH3:38])=[O:35])[CH2:31][CH2:30]4. (3) Given the product [F:1][C:2]1[C:3]([C:24]2[CH2:29][CH2:28][CH2:27][CH:26]([NH:30][C:31]([NH:33][C:34]3[S:35][CH:36]=[CH:37][N:38]=3)=[O:32])[CH:25]=2)=[N:4][C:5]([NH:11][C:12]2[CH:17]=[CH:16][C:15]([N:18]3[CH2:23][CH2:22][O:21][CH2:20][CH2:19]3)=[CH:14][CH:13]=2)=[C:6]([CH:10]=1)[C:7]([NH2:9])=[O:8], predict the reactants needed to synthesize it. The reactants are: [F:1][C:2]1[C:3]([C:24]2[CH2:29][CH2:28][CH2:27][C@@H:26]([NH:30][C:31]([NH:33][C:34]3[S:35][CH:36]=[CH:37][N:38]=3)=[O:32])[CH:25]=2)=[N:4][C:5]([NH:11][C:12]2[CH:17]=[CH:16][C:15]([N:18]3[CH2:23][CH2:22][O:21][CH2:20][CH2:19]3)=[CH:14][CH:13]=2)=[C:6]([CH:10]=1)[C:7]([NH2:9])=[O:8].FC1C(C2CCC[C@H](NC(NC3SC=CN=3)=O)C=2)=NC(NC2C=CC(N3CCOCC3)=CC=2)=C(C=1)C(N)=O. (4) Given the product [CH2:1]([NH:4][C:5]1[C:10]([C:11]([NH:66][CH2:65][CH2:64][CH2:63][NH:62][C:55](=[O:56])[O:57][C:58]([CH3:60])([CH3:59])[CH3:61])=[O:13])=[CH:9][N:8]=[C:7]([NH:14][CH2:15][CH2:16][C:17]2[CH:22]=[CH:21][N:20]=[CH:19][CH:18]=2)[N:6]=1)[CH2:2][CH3:3], predict the reactants needed to synthesize it. The reactants are: [CH2:1]([NH:4][C:5]1[C:10]([C:11]([OH:13])=O)=[CH:9][N:8]=[C:7]([NH:14][CH2:15][CH2:16][C:17]2[CH:22]=[CH:21][N:20]=[CH:19][CH:18]=2)[N:6]=1)[CH2:2][CH3:3].Cl.C(N=C=NCCCN(C)C)C.O.ON1C2C=CC=CC=2N=N1.C(N(CC)C(C)C)(C)C.[C:55]([NH:62][CH2:63][CH2:64][CH2:65][NH2:66])([O:57][C:58]([CH3:61])([CH3:60])[CH3:59])=[O:56].C(=O)([O-])O.[Na+]. (5) Given the product [O:19]=[C:14]1[NH:15][CH2:16][CH2:17][CH2:18][N:13]1[C:10]1[CH:9]=[CH:8][C:7]([N:1]2[CH2:6][CH2:5][N:4]([CH2:31][CH2:32][CH2:33][C:34]3[C:42]4[C:37](=[CH:38][CH:39]=[C:40]([C:43]#[N:44])[CH:41]=4)[NH:36][CH:35]=3)[CH2:3][CH2:2]2)=[CH:12][CH:11]=1, predict the reactants needed to synthesize it. The reactants are: [N:1]1([C:7]2[CH:12]=[CH:11][C:10]([N:13]3[CH2:18][CH2:17][CH2:16][NH:15][C:14]3=[O:19])=[CH:9][CH:8]=2)[CH2:6][CH2:5][NH:4][CH2:3][CH2:2]1.CC1C=CC(S(O[CH2:31][CH2:32][CH2:33][C:34]2[C:42]3[C:37](=[CH:38][CH:39]=[C:40]([C:43]#[N:44])[CH:41]=3)[NH:36][CH:35]=2)(=O)=O)=CC=1.C(=O)([O-])[O-].[K+].[K+].[I-].[K+].